From a dataset of Retrosynthesis with 50K atom-mapped reactions and 10 reaction types from USPTO. Predict the reactants needed to synthesize the given product. (1) The reactants are: N=C(N)COCCc1ccc(Cl)cc1.O=C(O)c1cc(Cl)cnc1Cl. Given the product N=C(COCCc1ccc(Cl)cc1)NC(=O)c1cc(Cl)cnc1Cl, predict the reactants needed to synthesize it. (2) Given the product COC(=O)c1ccc(Cc2ccccc2NC(=O)OC(C)(C)C)cc1C(=O)OC, predict the reactants needed to synthesize it. The reactants are: CC(C)(C)OC(=O)Nc1ccccc1B(O)O.COC(=O)c1ccc(CBr)cc1C(=O)OC. (3) Given the product CCOc1cnc(-c2cccc(C(C)c3nn(-c4cnn(CCO)c4)ccc3=O)c2)nc1, predict the reactants needed to synthesize it. The reactants are: CCOc1cnc(-c2cccc(C(C)c3nn(-c4cnn(CCOCc5ccccc5)c4)ccc3=O)c2)nc1.CCOc1cnc(-c2cccc(Cc3nn(-c4cnn(CCO)c4)ccc3=O)c2)nc1. (4) Given the product CCNC(=O)N1CC[C@@H](Cc2n[nH]c(=O)n2-c2ccc(Br)cc2F)C1, predict the reactants needed to synthesize it. The reactants are: CCN=C=O.O=c1[nH]nc(C[C@@H]2CCNC2)n1-c1ccc(Br)cc1F. (5) Given the product COCCN1Cc2cc(/C=C/C(=O)N(C)Cc3c(C)[nH]c4ccccc34)cnc2NC1=O, predict the reactants needed to synthesize it. The reactants are: C=CC(=O)N(C)Cc1c(C)[nH]c2ccccc12.COCCN1Cc2cc(Br)cnc2NC1=O. (6) Given the product Cc1cc2c(-c3ccccc3)c(C=O)n(C)c(=O)c2cc1C, predict the reactants needed to synthesize it. The reactants are: Cc1cc2c(-c3ccccc3)c(CO)n(C)c(=O)c2cc1C.